From a dataset of Full USPTO retrosynthesis dataset with 1.9M reactions from patents (1976-2016). Predict the reactants needed to synthesize the given product. (1) Given the product [CH3:27][S:24]([C:21]1[CH:22]=[CH:23][C:18]([C@H:10]2[CH2:9][C@H:8]([C:6]3[O:7][NH:31][C:4](=[O:3])[CH:5]=3)[CH2:13][CH2:12][N:11]2[C:14]([O:16][CH3:17])=[O:15])=[CH:19][CH:20]=1)(=[O:26])=[O:25], predict the reactants needed to synthesize it. The reactants are: C([O:3][C:4](=O)[CH2:5][C:6]([C@@H:8]1[CH2:13][CH2:12][N:11]([C:14]([O:16][CH3:17])=[O:15])[C@@H:10]([C:18]2[CH:23]=[CH:22][C:21]([S:24]([CH3:27])(=[O:26])=[O:25])=[CH:20][CH:19]=2)[CH2:9]1)=[O:7])C.[OH-].[Na+].[NH2:31]O.Cl. (2) Given the product [C:61]([C:63]1[CH:68]=[C:67]([CH:66]=[CH:65][CH:64]=1)[O:32][C@H:33]([C:54]1[CH:55]=[CH:56][CH:57]=[CH:58][CH:59]=1)[CH2:34][CH2:35][N:36]1[CH2:41][CH2:40][CH:39]([C:42]2[CH:43]=[C:44]([NH:48][C:49](=[O:53])[CH:50]([CH3:52])[CH3:51])[CH:45]=[CH:46][CH:47]=2)[CH2:38][CH2:37]1)(=[O:62])[CH3:60], predict the reactants needed to synthesize it. The reactants are: C1(P(C2C=CC=CC=2)C2C=CC=CC=2)C=CC=CC=1.N(C(OCC)=O)=NC(OCC)=O.[OH:32][C@@H:33]([C:54]1[CH:59]=[CH:58][CH:57]=[CH:56][CH:55]=1)[CH2:34][CH2:35][N:36]1[CH2:41][CH2:40][CH:39]([C:42]2[CH:43]=[C:44]([NH:48][C:49](=[O:53])[CH:50]([CH3:52])[CH3:51])[CH:45]=[CH:46][CH:47]=2)[CH2:38][CH2:37]1.[CH3:60][C:61]([C:63]1[CH:64]=[CH:65][CH:66]=[C:67](O)[CH:68]=1)=[O:62]. (3) Given the product [F:9][C:10]([F:24])([F:25])[C:11]1[CH:16]=[C:15]([C:17]([F:18])([F:19])[F:20])[CH:14]=[CH:13][C:12]=1[C:2]1[N:3]=[N:4][C:5]([CH3:8])=[CH:6][CH:7]=1, predict the reactants needed to synthesize it. The reactants are: Cl[C:2]1[N:3]=[N:4][C:5]([CH3:8])=[CH:6][CH:7]=1.[F:9][C:10]([F:25])([F:24])[C:11]1[CH:16]=[C:15]([C:17]([F:20])([F:19])[F:18])[CH:14]=[CH:13][C:12]=1B(O)O.C([O-])([O-])=O.[Na+].[Na+].